Dataset: Full USPTO retrosynthesis dataset with 1.9M reactions from patents (1976-2016). Task: Predict the reactants needed to synthesize the given product. Given the product [CH3:1][O:2][C:3](=[O:11])[CH2:4][CH2:5][CH2:6][CH2:7][CH:8]([O:10][C:13]1[C:14]2[C:21]([C:22]3[CH:23]=[CH:24][C:25]([O:28][CH3:29])=[CH:26][CH:27]=3)=[C:20]([C:30]3[CH:31]=[CH:32][CH:33]=[CH:34][CH:35]=3)[O:19][C:15]=2[N:16]=[CH:17][N:18]=1)[CH3:9], predict the reactants needed to synthesize it. The reactants are: [CH3:1][O:2][C:3](=[O:11])[CH2:4][CH2:5][CH2:6][CH2:7][CH:8]([OH:10])[CH3:9].Cl[C:13]1[C:14]2[C:21]([C:22]3[CH:27]=[CH:26][C:25]([O:28][CH3:29])=[CH:24][CH:23]=3)=[C:20]([C:30]3[CH:35]=[CH:34][CH:33]=[CH:32][CH:31]=3)[O:19][C:15]=2[N:16]=[CH:17][N:18]=1.C(O)(=O)CC(CC(O)=O)(C(O)=O)O.